Dataset: Full USPTO retrosynthesis dataset with 1.9M reactions from patents (1976-2016). Task: Predict the reactants needed to synthesize the given product. (1) Given the product [NH2:1][C:2]1[N:10]=[CH:9][N:8]=[C:7]2[C:3]=1[N:4]=[CH:5][N:6]2[C@H:11]1[C@@H:15]2[O:16][C:17]([CH3:19])([CH3:20])[O:18][C@@H:14]2[C@@H:13]([CH2:21][N:22]([CH:42]2[CH2:43][O:40][CH2:41]2)[CH2:23][CH2:24][CH2:25][NH:26][C:27]([NH:29][C:30]2[CH:35]=[CH:34][C:33]([C:36]([CH3:39])([CH3:38])[CH3:37])=[CH:32][CH:31]=2)=[O:28])[O:12]1, predict the reactants needed to synthesize it. The reactants are: [NH2:1][C:2]1[N:10]=[CH:9][N:8]=[C:7]2[C:3]=1[N:4]=[CH:5][N:6]2[C@H:11]1[C@@H:15]2[O:16][C:17]([CH3:20])([CH3:19])[O:18][C@@H:14]2[C@@H:13]([CH2:21][NH:22][CH2:23][CH2:24][CH2:25][NH:26][C:27]([NH:29][C:30]2[CH:35]=[CH:34][C:33]([C:36]([CH3:39])([CH3:38])[CH3:37])=[CH:32][CH:31]=2)=[O:28])[O:12]1.[O:40]1[CH2:43][C:42](=O)[CH2:41]1.[BH-](OC(C)=O)(OC(C)=O)OC(C)=O.[Na+]. (2) Given the product [CH2:18]([N:3]1[C:11]2[C:6](=[CH:7][C:8]([C:12]([OH:14])=[O:13])=[CH:9][CH:10]=2)[CH:5]=[C:4]1[C:15]([OH:17])=[O:16])[CH2:19][CH3:20], predict the reactants needed to synthesize it. The reactants are: [H-].[Na+].[NH:3]1[C:11]2[C:6](=[CH:7][C:8]([C:12]([OH:14])=[O:13])=[CH:9][CH:10]=2)[CH:5]=[C:4]1[C:15]([OH:17])=[O:16].[CH2:18](Br)[CH2:19][CH3:20].